Dataset: Full USPTO retrosynthesis dataset with 1.9M reactions from patents (1976-2016). Task: Predict the reactants needed to synthesize the given product. (1) The reactants are: F[C:2]1[CH:7]=[CH:6][CH:5]=[CH:4][C:3]=1[S:8]([N:11]1[CH2:16][CH2:15][N:14]([C:17]([O:19][C:20]([CH3:23])([CH3:22])[CH3:21])=[O:18])[CH2:13][CH:12]1[CH2:24][OH:25])(=[O:10])=[O:9].[H-].[Na+]. Given the product [CH2:13]1[CH:12]2[N:11]([S:8](=[O:10])(=[O:9])[C:3]3[CH:4]=[CH:5][CH:6]=[CH:7][C:2]=3[O:25][CH2:24]2)[CH2:16][CH2:15][N:14]1[C:17]([O:19][C:20]([CH3:23])([CH3:22])[CH3:21])=[O:18], predict the reactants needed to synthesize it. (2) Given the product [CH3:1][S:2]([C:5]1[CH:6]=[C:7]([C:11]2[N:19]3[C:14]([CH:15]=[N:16][C:17]([NH:20][C:21]4[CH:26]=[CH:25][C:24]([C:27]5[CH2:28][CH2:29][N:30]([CH2:33][C:34]([NH2:36])=[O:35])[CH2:31][CH:32]=5)=[C:23]([C:37]([F:39])([F:38])[F:40])[CH:22]=4)=[N:18]3)=[CH:13][CH:12]=2)[CH:8]=[CH:9][CH:10]=1)(=[O:3])=[O:4].[C:57]([OH:60])([C:78]([F:81])([F:80])[F:79])=[O:3], predict the reactants needed to synthesize it. The reactants are: [CH3:1][S:2]([C:5]1[CH:6]=[C:7]([C:11]2[N:19]3[C:14]([CH:15]=[N:16][C:17]([NH:20][C:21]4[CH:26]=[CH:25][C:24]([C:27]5[CH2:28][CH2:29][N:30]([CH2:33][C:34]([NH2:36])=[O:35])[CH2:31][CH:32]=5)=[C:23]([C:37]([F:40])([F:39])[F:38])[CH:22]=4)=[N:18]3)=[CH:13][CH:12]=2)[CH:8]=[CH:9][CH:10]=1)(=[O:4])=[O:3].CS(C1C=C(C2N3C(C=N[C:57]([OH:60])=N3)=CC=2)C=CC=1)(=O)=O.NC1C=CC(C2CCN(CC(N)=O)CC=2)=C([C:78]([F:81])([F:80])[F:79])C=1.